Dataset: Catalyst prediction with 721,799 reactions and 888 catalyst types from USPTO. Task: Predict which catalyst facilitates the given reaction. Reactant: Br[C:2]1[CH:7]=[CH:6][C:5]([N:8]2[CH:12]=[N:11][N:10]=[N:9]2)=[CH:4][CH:3]=1.[B:13]1([B:13]2[O:17][C:16]([CH3:19])([CH3:18])[C:15]([CH3:21])([CH3:20])[O:14]2)[O:17][C:16]([CH3:19])([CH3:18])[C:15]([CH3:21])([CH3:20])[O:14]1.CC(C1C=C(C(C)C)C(C2C=CC=CC=2P(C2CCCCC2)C2CCCCC2)=C(C(C)C)C=1)C.[O-]P([O-])([O-])=O.[K+].[K+].[K+]. Product: [CH3:20][C:15]1([CH3:21])[C:16]([CH3:19])([CH3:18])[O:17][B:13]([C:2]2[CH:7]=[CH:6][C:5]([N:8]3[CH:12]=[N:11][N:10]=[N:9]3)=[CH:4][CH:3]=2)[O:14]1. The catalyst class is: 231.